Dataset: Experimentally validated miRNA-target interactions with 360,000+ pairs, plus equal number of negative samples. Task: Binary Classification. Given a miRNA mature sequence and a target amino acid sequence, predict their likelihood of interaction. (1) The miRNA is hsa-miR-665 with sequence ACCAGGAGGCUGAGGCCCCU. The protein sequence of the target gene is MSGKHYKGPEVSCCIKYFIFGFNVIFWFLGITFLGIGLWAWNEKGVLSNISSITDLGGFDPVWLFLVVGGVMFILGFAGCIGALRENTFLLKFFSVFLGIIFFLELTAGVLAFVFKDWIKDQLYFFINNNIRAYRDDIDLQNLIDFTQEYWQCCGAFGADDWNLNIYFNCTDSNASRERCGVPFSCCTKDPAEDVINTQCGYDARQKPEVDQQIVIYTKGCVPQFEKWLQDNLTIVAGIFIGIALLQIFGICLAQNLVSDIEAVRASW. Result: 0 (no interaction). (2) The miRNA is hsa-miR-1277-5p with sequence AAAUAUAUAUAUAUAUGUACGUAU. The protein sequence of the target gene is MEQDRTNHVEGNRLSPFLIPSPPICQTEPLATKLQNGSPLPERAHPEVNGDTKWHSFKSYYGIPCMKGSQNSRVSPDFTQESRGYSKCLQNGGIKRTVSEPSLSGLLQIKKLKQDQKANGERRNFGVSQERNPGESSQPNVSDLSDKKESVSSVAQENAVKDFTSFSTHNCSGPENPELQILNEQEGKSANYHDKNIVLLKNKAVLMPNGATVSASSVEHTHGELLEKTLSQYYPDCVSIAVQKTTSHINAINSQATNELSCEITHPSHTSGQINSAQTSNSELPPKPAAVVSEACDADD.... Result: 1 (interaction).